From a dataset of Forward reaction prediction with 1.9M reactions from USPTO patents (1976-2016). Predict the product of the given reaction. (1) Given the reactants Cl.[CH3:2][C:3]1[C:7]2[CH:8]=[CH:9][CH:10]=[CH:11][C:6]=2[O:5][C:4]=1[C:12]([NH:14][C:15]1([C:21]([NH:23][CH:24]2[CH2:29][CH2:28][NH:27][CH2:26][CH:25]2[OH:30])=[O:22])[CH2:20][CH2:19][CH2:18][CH2:17][CH2:16]1)=[O:13].Br[C:32]1[CH:37]=[C:36]([F:38])[CH:35]=[CH:34][C:33]=1[C:39]([F:42])([F:41])[F:40], predict the reaction product. The product is: [CH3:2][C:3]1[C:7]2[CH:8]=[CH:9][CH:10]=[CH:11][C:6]=2[O:5][C:4]=1[C:12]([NH:14][C:15]1([C:21]([NH:23][CH:24]2[CH2:29][CH2:28][N:27]([C:34]3[CH:35]=[C:36]([F:38])[CH:37]=[CH:32][C:33]=3[C:39]([F:40])([F:41])[F:42])[CH2:26][C:25]2=[O:30])=[O:22])[CH2:16][CH2:17][CH2:18][CH2:19][CH2:20]1)=[O:13]. (2) Given the reactants [CH3:1][C@H:2]1[O:7][C@@H:6]([CH3:8])[CH2:5][N:4]([CH2:9][CH2:10][CH2:11][O:12][C:13]2[CH:14]=[CH:15][C:16]3[C:17]4[N:18]([CH2:26][CH2:27][N:28]=4)[C:19]([NH2:25])=[N:20][C:21]=3[C:22]=2[O:23][CH3:24])[CH2:3]1.[C:29](O)(=[O:36])[C:30]1[CH:35]=[CH:34][CH:33]=[N:32][CH:31]=1.C1CN([P+](ON2N=NC3C=CC=CC2=3)(N2CCCC2)N2CCCC2)CC1.F[P-](F)(F)(F)(F)F.C(N(C(C)C)CC)(C)C, predict the reaction product. The product is: [CH3:1][C@H:2]1[O:7][C@@H:6]([CH3:8])[CH2:5][N:4]([CH2:9][CH2:10][CH2:11][O:12][C:13]2[CH:14]=[CH:15][C:16]3[C:17]4[N:18]([CH2:26][CH2:27][N:28]=4)[C:19]([NH:25][C:29](=[O:36])[C:30]4[CH:35]=[CH:34][CH:33]=[N:32][CH:31]=4)=[N:20][C:21]=3[C:22]=2[O:23][CH3:24])[CH2:3]1. (3) Given the reactants [Cl:1][C:2]1[CH:31]=[CH:30][C:5]([CH2:6][NH:7][C:8]2[N:13]=[C:12]([O:14][CH2:15][C:16]([F:19])([F:18])[F:17])[N:11]=[C:10]([NH:20][C:21]3[CH:29]=[CH:28][C:24]([C:25](O)=[O:26])=[CH:23][CH:22]=3)[N:9]=2)=[CH:4][CH:3]=1.C1N=CN(C(N2C=NC=C2)=O)C=1.[NH2:44][C@@H:45]([CH2:49][CH2:50][CH2:51][NH:52][C:53]([NH2:55])=[NH:54])[C:46]([OH:48])=[O:47].CCN(C(C)C)C(C)C, predict the reaction product. The product is: [Cl:1][C:2]1[CH:3]=[CH:4][C:5]([CH2:6][NH:7][C:8]2[N:13]=[C:12]([O:14][CH2:15][C:16]([F:18])([F:19])[F:17])[N:11]=[C:10]([NH:20][C:21]3[CH:29]=[CH:28][C:24]([C:25]([NH:44][C@H:45]([CH2:49][CH2:50][CH2:51][NH:52][C:53]([NH2:55])=[NH:54])[C:46]([OH:48])=[O:47])=[O:26])=[CH:23][CH:22]=3)[N:9]=2)=[CH:30][CH:31]=1. (4) Given the reactants [CH3:1][N:2]([CH3:6])[CH2:3][CH2:4][OH:5].F[C:8]1[CH:9]=[C:10]2[C:19](=[CH:20][CH:21]=1)[C:18](=[O:22])[C:17]1[C:16]([OH:23])=[CH:15][C:14]([N:24]3[CH2:29][CH2:28][O:27][CH2:26][CH2:25]3)=[CH:13][C:12]=1N2.CS(C)=[O:32], predict the reaction product. The product is: [CH3:1][N:2]([CH3:6])[CH2:3][CH2:4][O:5][C:8]1[CH:9]=[C:10]2[C:19](=[CH:20][CH:21]=1)[C:18](=[O:22])[C:17]1[C:16]([OH:23])=[CH:15][C:14]([N:24]3[CH2:29][CH2:28][O:27][CH2:26][CH2:25]3)=[CH:13][C:12]=1[O:32]2. (5) Given the reactants [Br:1][C:2]1[CH:3]=[N:4][C:5](Cl)=[N:6][CH:7]=1.[NH:9]1[CH:13]=[CH:12][N:11]=[CH:10]1.C(=O)([O-])[O-].[K+].[K+].C(O)C, predict the reaction product. The product is: [Br:1][C:2]1[CH:3]=[N:4][C:5]([N:9]2[CH:13]=[CH:12][N:11]=[CH:10]2)=[N:6][CH:7]=1. (6) Given the reactants Cl([O-])(=O)(=O)=O.[Li+].C(=O)([O-])[O-].[K+].[K+].[CH3:13][O:14][C:15]1[CH:24]=[C:23]2[C:18]([CH:19]=[CH:20][N:21]=[C:22]2[O:25][CH2:26][CH:27]2[CH2:32][CH2:31][NH:30][CH2:29][CH2:28]2)=[CH:17][CH:16]=1.[O:33]1[CH2:35][CH:34]1[C:36]1[CH:45]=[CH:44][C:39]2[O:40][CH2:41][CH2:42][O:43][C:38]=2[CH:37]=1, predict the reaction product. The product is: [O:40]1[C:39]2[CH:44]=[CH:45][C:36]([CH:34]([OH:33])[CH2:35][N:30]3[CH2:31][CH2:32][CH:27]([CH2:26][O:25][C:22]4[C:23]5[C:18](=[CH:17][CH:16]=[C:15]([O:14][CH3:13])[CH:24]=5)[CH:19]=[CH:20][N:21]=4)[CH2:28][CH2:29]3)=[CH:37][C:38]=2[O:43][CH2:42][CH2:41]1.